Predict the product of the given reaction. From a dataset of Forward reaction prediction with 1.9M reactions from USPTO patents (1976-2016). (1) Given the reactants [O:1]1[C:5]2[CH:6]=[CH:7][C:8]([CH:10]=O)=[CH:9][C:4]=2[O:3][CH2:2]1.C(O)(=O)[CH2:13][C:14]([OH:16])=[O:15].N1CCCCC1.[OH-].[Na+], predict the reaction product. The product is: [O:1]1[C:5]2[CH:6]=[CH:7][C:8]([CH:10]=[CH:13][C:14]([OH:16])=[O:15])=[CH:9][C:4]=2[O:3][CH2:2]1. (2) Given the reactants [CH3:1][O:2][C:3]1[CH:8]=[C:7]([CH2:9][OH:10])[CH:6]=[C:5]([O:11][CH3:12])[N:4]=1.CC(OI1(OC(C)=O)(OC(C)=O)OC(=O)C2C=CC=CC1=2)=O, predict the reaction product. The product is: [CH3:12][O:11][C:5]1[CH:6]=[C:7]([CH:9]=[O:10])[CH:8]=[C:3]([O:2][CH3:1])[N:4]=1. (3) Given the reactants CC(C1C=C(C(C)C)C(C2C(P(C3CCCCC3)C3CCCCC3)=C(OC)C=CC=2OC)=C(C(C)C)C=1)C.[F:39][C:40]1[CH:41]=[CH:42][C:43]([NH2:46])=[N:44][CH:45]=1.Cl[C:48]1[CH:49]=[C:50]([CH:67]=[CH:68][N:69]=1)[C:51]([NH:53][C:54]1[CH:55]=[N:56][CH:57]=[C:58]([C:60]2[CH:65]=[CH:64][CH:63]=[CH:62][C:61]=2[F:66])[CH:59]=1)=[O:52].C([O-])([O-])=O.[K+].[K+], predict the reaction product. The product is: [F:66][C:61]1[CH:62]=[CH:63][CH:64]=[CH:65][C:60]=1[C:58]1[CH:59]=[C:54]([NH:53][C:51](=[O:52])[C:50]2[CH:67]=[CH:68][N:69]=[C:48]([NH:46][C:43]3[CH:42]=[CH:41][C:40]([F:39])=[CH:45][N:44]=3)[CH:49]=2)[CH:55]=[N:56][CH:57]=1. (4) Given the reactants [CH3:1][O:2][C:3]1[CH:25]=[CH:24][C:6]([CH2:7][N:8]2[C:12]3=[N:13][CH:14]=[N:15][C:16]([C:17]4[C:18](F)=[N:19][CH:20]=[CH:21][CH:22]=4)=[C:11]3[CH:10]=[N:9]2)=[CH:5][CH:4]=1.[NH2:26][C:27]1[C:28]([CH3:46])=[CH:29][CH:30]=[C:31]2[C:36]=1[N:35]=[CH:34][N:33]=[C:32]2[NH:37][C:38]1[CH:45]=[CH:44][C:41]([C:42]#[N:43])=[CH:40][CH:39]=1.C[Si]([N-][Si](C)(C)C)(C)C.[Li+].N.CO, predict the reaction product. The product is: [CH3:1][O:2][C:3]1[CH:25]=[CH:24][C:6]([CH2:7][N:8]2[C:12]3=[N:13][CH:14]=[N:15][C:16]([C:17]4[C:18]([NH:26][C:27]5[C:28]([CH3:46])=[CH:29][CH:30]=[C:31]6[C:36]=5[N:35]=[CH:34][N:33]=[C:32]6[NH:37][C:38]5[CH:45]=[CH:44][C:41]([C:42]#[N:43])=[CH:40][CH:39]=5)=[N:19][CH:20]=[CH:21][CH:22]=4)=[C:11]3[CH:10]=[N:9]2)=[CH:5][CH:4]=1. (5) Given the reactants [Br:1][C:2]1[S:3][CH:4]=[CH:5][CH:6]=1.[CH2:7]([O:9][CH:10](OCC)[CH2:11][NH2:12])[CH3:8].C(S(O)(=O)=O)(F)(F)F.[OH-].[K+], predict the reaction product. The product is: [Br:1][C:2]1[S:3][CH:4]=[C:5]2[C:6]=1[CH2:8][CH2:7][O:9][CH:10]2[CH2:11][NH2:12]. (6) The product is: [ClH:1].[ClH:1].[N:4]1[CH:5]=[CH:6][C:7]([N:10]2[CH2:15][CH2:14][CH2:13][C:12]3([CH2:20][CH2:19][NH:18][CH2:17][CH2:16]3)[CH2:11]2)=[CH:8][CH:9]=1. Given the reactants [ClH:1].CO.[N:4]1[CH:9]=[CH:8][C:7]([N:10]2[CH2:15][CH2:14][CH2:13][C:12]3([CH2:20][CH2:19][N:18](C(OC(C)(C)C)=O)[CH2:17][CH2:16]3)[CH2:11]2)=[CH:6][CH:5]=1, predict the reaction product. (7) Given the reactants C(OC(=O)[C:5]1[CH:10]=[CH:9][C:8]([NH:11][C:12](=[O:38])[CH:13]([N:20]2[C:24]3[CH:25]=[C:26]([F:30])[C:27]([F:29])=[CH:28][C:23]=3[N:22]=[C:21]2[C:31]2[CH:36]=[CH:35][C:34]([Cl:37])=[CH:33][CH:32]=2)[CH:14]2[CH2:19][CH2:18][CH2:17][CH2:16][CH2:15]2)=[CH:7][CH:6]=1)C.ClC1C=CC(C2N(C(C3CCCCC3)C(NC[C@H]3CC[C@H](C(O)=O)CC3)=O)C3C=CC(F)=CC=3N=2)=CC=1.[CH2:77]([O:79][C:80](=[O:90])[CH2:81][CH2:82]C1C=CC(N)=CC=1)[CH3:78].F[P-](F)(F)(F)(F)F.N1(OC(N(C)C)=[N+](C)C)C2N=CC=CC=2N=N1.C(N(C(C)C)C(C)C)C, predict the reaction product. The product is: [CH2:77]([O:79][C:80](=[O:90])[CH2:81][CH2:82][C:5]1[CH:6]=[CH:7][C:8]([NH:11][C:12](=[O:38])[CH:13]([N:20]2[C:24]3[CH:25]=[C:26]([F:30])[C:27]([F:29])=[CH:28][C:23]=3[N:22]=[C:21]2[C:31]2[CH:36]=[CH:35][C:34]([Cl:37])=[CH:33][CH:32]=2)[CH:14]2[CH2:15][CH2:16][CH2:17][CH2:18][CH2:19]2)=[CH:9][CH:10]=1)[CH3:78]. (8) Given the reactants [CH3:1][C:2]1[C:6]([CH3:7])=[C:5]([NH:8][S:9]([C:12]2[S:13][C:14]([Br:17])=[CH:15][CH:16]=2)(=[O:11])=[O:10])[O:4][N:3]=1.[H-].[Na+].[CH3:20][O:21][CH2:22][CH2:23][O:24][CH2:25]Cl, predict the reaction product. The product is: [CH3:20][O:21][CH2:22][CH2:23][O:24][CH2:25][N:8]([C:5]1[O:4][N:3]=[C:2]([CH3:1])[C:6]=1[CH3:7])[S:9]([C:12]1[S:13][C:14]([Br:17])=[CH:15][CH:16]=1)(=[O:10])=[O:11].